Dataset: Full USPTO retrosynthesis dataset with 1.9M reactions from patents (1976-2016). Task: Predict the reactants needed to synthesize the given product. (1) The reactants are: C(Cl)(=O)C(Cl)=O.[C:7]([C:10]1[CH:11]=[C:12]([N:16]2[CH2:21][CH2:20][N:19]([C:22]([O:24][C:25]([CH3:28])([CH3:27])[CH3:26])=[O:23])[CH2:18][CH2:17]2)[CH:13]=[CH:14][CH:15]=1)(O)=[O:8].[CH3:29][NH2:30]. Given the product [CH3:29][NH:30][C:7]([C:10]1[CH:11]=[C:12]([N:16]2[CH2:17][CH2:18][N:19]([C:22]([O:24][C:25]([CH3:28])([CH3:27])[CH3:26])=[O:23])[CH2:20][CH2:21]2)[CH:13]=[CH:14][CH:15]=1)=[O:8], predict the reactants needed to synthesize it. (2) Given the product [CH2:12]([O:14][C:15]([C:17]1([NH:27][C:4](=[O:6])[C:3]2[CH:7]=[CH:8][CH:9]=[C:10]([CH3:11])[C:2]=2[I:1])[CH2:25][C:24]2[C:19](=[CH:20][CH:21]=[C:22]([F:26])[CH:23]=2)[CH2:18]1)=[O:16])[CH3:13], predict the reactants needed to synthesize it. The reactants are: [I:1][C:2]1[C:10]([CH3:11])=[CH:9][CH:8]=[CH:7][C:3]=1[C:4]([OH:6])=O.[CH2:12]([O:14][C:15]([C:17]1([NH2:27])[CH2:25][C:24]2[C:19](=[CH:20][CH:21]=[C:22]([F:26])[CH:23]=2)[CH2:18]1)=[O:16])[CH3:13].CN(C(ON1N=NC2C=CC=NC1=2)=[N+](C)C)C.F[P-](F)(F)(F)(F)F.CCN(C(C)C)C(C)C. (3) Given the product [Br:1][C:2]1[CH:3]=[CH:4][C:5]2[O:11][CH2:10][CH2:9][NH:8][CH:7]([CH3:12])[C:6]=2[CH:13]=1, predict the reactants needed to synthesize it. The reactants are: [Br:1][C:2]1[CH:3]=[CH:4][C:5]2[O:11][CH2:10][CH2:9][N:8]=[C:7]([CH3:12])[C:6]=2[CH:13]=1.C([O-])(=O)C.[Na+]. (4) Given the product [Br:57][CH2:58][CH2:59][CH2:60][O:34][C:31]1[CH:32]=[C:33]2[C:28](=[CH:29][C:30]=1[O:35][CH3:36])[N:27]=[CH:26][N:25]=[C:24]2[O:23][C:22]1[C:14]([F:13])=[C:15]2[C:19](=[CH:20][CH:21]=1)[NH:18][C:17]([CH3:37])=[CH:16]2, predict the reactants needed to synthesize it. The reactants are: N(C(OCC)=O)=NC(OCC)=O.[F:13][C:14]1[C:22]([O:23][C:24]2[C:33]3[C:28](=[CH:29][C:30]([O:35][CH3:36])=[C:31]([OH:34])[CH:32]=3)[N:27]=[CH:26][N:25]=2)=[CH:21][CH:20]=[C:19]2[C:15]=1[CH:16]=[C:17]([CH3:37])[NH:18]2.C1(P(C2C=CC=CC=2)C2C=CC=CC=2)C=CC=CC=1.[Br:57][CH2:58][CH2:59][CH2:60]O.CCOC(/N=N/C(OCC)=O)=O. (5) Given the product [F:1][C:2]1[CH:3]=[CH:4][C:5]([S:8][C:10]2[N:11]=[C:12]([OH:20])[C:13]3[C:18]([CH:19]=2)=[CH:17][CH:16]=[CH:15][CH:14]=3)=[N:6][CH:7]=1, predict the reactants needed to synthesize it. The reactants are: [F:1][C:2]1[CH:3]=[CH:4][C:5]([SH:8])=[N:6][CH:7]=1.Cl[C:10]1[N:11]=[C:12]([O:20]C)[C:13]2[C:18]([CH:19]=1)=[CH:17][CH:16]=[CH:15][CH:14]=2.C([O-])([O-])=O.[Cs+].[Cs+]. (6) Given the product [CH3:1][O:2][C:3]1[CH:4]=[C:5]([CH:34]=[CH:35][CH:36]=1)[C:6]([N:8]([CH3:37])[C:9]1[C:10]([CH3:33])=[C:11]([C:18]([C:20]2[CH:21]=[CH:22][C:23]([N+:30]([O-:32])=[O:31])=[C:24]([CH:29]=2)[C:25]([O:27][CH3:28])=[O:26])=[O:19])[N:12]2[C:17]=1[CH:16]=[CH:15][CH:14]=[CH:13]2)=[O:7], predict the reactants needed to synthesize it. The reactants are: [CH3:1][O:2][C:3]1[CH:4]=[C:5]([CH:34]=[CH:35][CH:36]=1)[C:6]([NH:8][C:9]1[C:10]([CH3:33])=[C:11]([C:18]([C:20]2[CH:21]=[CH:22][C:23]([N+:30]([O-:32])=[O:31])=[C:24]([CH:29]=2)[C:25]([O:27][CH3:28])=[O:26])=[O:19])[N:12]2[C:17]=1[CH:16]=[CH:15][CH:14]=[CH:13]2)=[O:7].[CH3:37]I.